This data is from Full USPTO retrosynthesis dataset with 1.9M reactions from patents (1976-2016). The task is: Predict the reactants needed to synthesize the given product. Given the product [C:14]([C:13]1[S:9][CH:10]=[C:11]([C:14]([O:16][C:3]([CH3:2])([CH3:4])[CH3:6])=[O:15])[CH:12]=1)(=[O:15])[CH2:11][CH3:10], predict the reactants needed to synthesize it. The reactants are: O1C=[CH:4][C:3]([C:6](O)=O)=[CH:2]1.[S:9]1[CH:13]=[CH:12][C:11]([C:14]([OH:16])=[O:15])=[CH:10]1.